Dataset: Full USPTO retrosynthesis dataset with 1.9M reactions from patents (1976-2016). Task: Predict the reactants needed to synthesize the given product. (1) Given the product [Cl:1][C:2]1[N:7]=[C:6]([O:10][C:11]2[CH:37]=[CH:36][CH:35]=[CH:34][C:12]=2[CH2:13][NH:14][C:15]([NH:17][C:18]2[N:22]([C:23]3[CH:28]=[CH:27][C:26]([CH3:29])=[CH:25][CH:24]=3)[N:21]=[C:20]([C:30]([CH3:32])([CH3:33])[CH3:31])[CH:19]=2)=[O:16])[CH:5]=[C:4]([CH3:9])[N:3]=1, predict the reactants needed to synthesize it. The reactants are: [Cl:1][C:2]1[N:7]=[C:6](Cl)[CH:5]=[C:4]([CH3:9])[N:3]=1.[OH:10][C:11]1[CH:37]=[CH:36][CH:35]=[CH:34][C:12]=1[CH2:13][NH:14][C:15]([NH:17][C:18]1[N:22]([C:23]2[CH:28]=[CH:27][C:26]([CH3:29])=[CH:25][CH:24]=2)[N:21]=[C:20]([C:30]([CH3:33])([CH3:32])[CH3:31])[CH:19]=1)=[O:16].[OH-].[Na+].[Cl-].[NH4+]. (2) The reactants are: [Cl:1][C:2]1[CH:3]=[C:4]2[C:26](=[CH:27][CH:28]=1)[C:12]1[NH:13][C:14]([C:16]3[C:23]([C:24]#[N:25])=[CH:22][CH:21]=[CH:20][C:17]=3[C:18]#[N:19])=[N:15][C:11]=1[C:10]1[CH:9]=[CH:8][C:7]([C:29]#[C:30][C:31](O)([CH3:33])[CH3:32])=[CH:6][C:5]2=1.CC[N+](S(N=C(OC)[O-])(=O)=O)(CC)CC. Given the product [Cl:1][C:2]1[CH:28]=[CH:27][C:26]2[C:12]3[N:13]=[C:14]([C:16]4[C:17]([C:18]#[N:19])=[CH:20][CH:21]=[CH:22][C:23]=4[C:24]#[N:25])[NH:15][C:11]=3[C:10]3[C:5](=[CH:6][C:7]([C:29]#[C:30][C:31]([CH3:33])=[CH2:32])=[CH:8][CH:9]=3)[C:4]=2[CH:3]=1, predict the reactants needed to synthesize it. (3) Given the product [CH3:13][C:14]1[NH:15][C:16]2[C:21]([CH:22]=1)=[CH:20][C:19]([NH:23][C:24]1[CH:29]=[CH:28][N:27]=[C:26]3[CH:30]=[C:31]([C:33]([N:1]4[CH2:5][CH2:4][CH2:3][C@H:2]4[CH2:6][N:7]4[CH2:8][CH2:9][O:10][CH2:11][CH2:12]4)=[O:34])[S:32][C:25]=13)=[CH:18][CH:17]=2, predict the reactants needed to synthesize it. The reactants are: [NH:1]1[CH2:5][CH2:4][CH2:3][C@H:2]1[CH2:6][N:7]1[CH2:12][CH2:11][O:10][CH2:9][CH2:8]1.[CH3:13][C:14]1[NH:15][C:16]2[C:21]([CH:22]=1)=[CH:20][C:19]([NH:23][C:24]1[CH:29]=[CH:28][N:27]=[C:26]3[CH:30]=[C:31]([C:33](O)=[O:34])[S:32][C:25]=13)=[CH:18][CH:17]=2. (4) The reactants are: Cl.Cl.[NH2:3][CH2:4][C:5](=[O:20])[CH2:6][CH2:7][C:8]1[CH:13]=[CH:12][C:11]([C:14]2[N:15]=[C:16]([NH2:19])[S:17][CH:18]=2)=[CH:10][CH:9]=1.C(N(CC)C(C)C)(C)C.[C:30](=[O:37])([O:32][C:33]([CH3:36])([CH3:35])[CH3:34])N.C(=O)([O:40][C:41](C)(C)[CH3:42])N.O. Given the product [C:33]([O:32][C:30](=[O:37])[NH:3][CH2:4][C:5](=[O:20])[CH2:6][CH2:7][C:8]1[CH:13]=[CH:12][C:11]([C:14]2[N:15]=[C:16]([NH:19][C:41](=[O:40])[CH3:42])[S:17][CH:18]=2)=[CH:10][CH:9]=1)([CH3:36])([CH3:35])[CH3:34], predict the reactants needed to synthesize it. (5) Given the product [CH3:15][O:14][C:12](=[O:13])[C:9]([O:8][C:6]1[CH:7]=[C:2]([Cl:1])[C:3]([OH:18])=[CH:4][C:5]=1[Cl:17])([CH3:11])[CH3:10], predict the reactants needed to synthesize it. The reactants are: [Cl:1][C:2]1[CH:7]=[C:6]([O:8][C:9]([C:12]([O:14][CH2:15]C)=[O:13])([CH3:11])[CH3:10])[C:5]([Cl:17])=[CH:4][C:3]=1[O:18]C(=O)C1C=CC=CC=1.[Na].Cl. (6) Given the product [OH:9][CH2:8][C:7]1[CH:6]=[C:5]([CH:13]=[C:12]([N+:14]([O-:16])=[O:15])[CH:11]=1)[C:3]([O:2][CH3:1])=[O:4], predict the reactants needed to synthesize it. The reactants are: [CH3:1][O:2][C:3]([C:5]1[CH:6]=[C:7]([CH:11]=[C:12]([N+:14]([O-:16])=[O:15])[CH:13]=1)[C:8](O)=[O:9])=[O:4].O1CCCC1.CO. (7) Given the product [CH3:15][N:12]1[C:8]2=[N:9][CH:10]=[CH:11][C:6]([N+:3]([O-:5])=[O:4])=[C:7]2[CH:14]=[CH:13]1, predict the reactants needed to synthesize it. The reactants are: [H-].[Na+].[N+:3]([C:6]1[CH:11]=[CH:10][N:9]=[C:8]2[NH:12][CH:13]=[CH:14][C:7]=12)([O-:5])=[O:4].[CH3:15]I.